From a dataset of Catalyst prediction with 721,799 reactions and 888 catalyst types from USPTO. Predict which catalyst facilitates the given reaction. (1) Reactant: [CH2:1]([O:8][C@@H:9]1[C@@H:15]([O:16][CH2:17][C:18]2[CH:23]=[CH:22][CH:21]=[CH:20][CH:19]=2)[C@:14]2([C:25]3[CH:30]=[CH:29][C:28]([Cl:31])=[C:27]([CH2:32][C:33]4[CH:38]=[CH:37][C:36]([O:39][CH2:40][CH3:41])=[CH:35][CH:34]=4)[CH:26]=3)[O:24][C@@:11]([CH2:42][OH:43])([CH2:12][O:13]2)[C@H:10]1[OH:44])[C:2]1[CH:7]=[CH:6][CH:5]=[CH:4][CH:3]=1.[Si:45](Cl)([C:48]([CH3:51])([CH3:50])[CH3:49])([CH3:47])[CH3:46].N1C=CN=C1.[Na]. Product: [CH2:1]([O:8][C@@H:9]1[C@@H:15]([O:16][CH2:17][C:18]2[CH:19]=[CH:20][CH:21]=[CH:22][CH:23]=2)[C@:14]2([C:25]3[CH:30]=[CH:29][C:28]([Cl:31])=[C:27]([CH2:32][C:33]4[CH:34]=[CH:35][C:36]([O:39][CH2:40][CH3:41])=[CH:37][CH:38]=4)[CH:26]=3)[O:24][C@@:11]([CH2:42][O:43][Si:45]([C:48]([CH3:51])([CH3:50])[CH3:49])([CH3:47])[CH3:46])([CH2:12][O:13]2)[C@H:10]1[OH:44])[C:2]1[CH:7]=[CH:6][CH:5]=[CH:4][CH:3]=1. The catalyst class is: 112. (2) Reactant: [CH3:1][O:2][C:3]1[CH:8]=[CH:7][C:6]([N:9]2[CH2:14][CH2:13][N:12]([CH3:15])[CH2:11][CH2:10]2)=[CH:5][C:4]=1[N+:16]([O-])=O. Product: [CH3:1][O:2][C:3]1[CH:8]=[CH:7][C:6]([N:9]2[CH2:10][CH2:11][N:12]([CH3:15])[CH2:13][CH2:14]2)=[CH:5][C:4]=1[NH2:16]. The catalyst class is: 19. (3) Reactant: [S:1]1[C:5]2[CH:6]=[CH:7][C:8]([CH2:10][CH2:11][O:12][CH2:13][CH2:14][CH2:15][N:16]3[CH2:19][CH:18]([OH:20])[CH2:17]3)=[CH:9][C:4]=2[CH:3]=[CH:2]1.[C:21]([OH:28])(=[O:27])/[CH:22]=[CH:23]\[C:24]([OH:26])=[O:25]. Product: [C:21]([OH:28])(=[O:27])/[CH:22]=[CH:23]\[C:24]([OH:26])=[O:25].[S:1]1[C:5]2[CH:6]=[CH:7][C:8]([CH2:10][CH2:11][O:12][CH2:13][CH2:14][CH2:15][N:16]3[CH2:19][CH:18]([OH:20])[CH2:17]3)=[CH:9][C:4]=2[CH:3]=[CH:2]1. The catalyst class is: 21. (4) Reactant: Br[C:2]1[CH:3]=[CH:4][C:5]([CH2:10][CH:11]([CH3:13])[CH3:12])=[C:6]([CH:9]=1)[C:7]#[N:8].[CH3:14][C:15]1([CH3:31])[C:19]([CH3:21])([CH3:20])[O:18][B:17]([B:17]2[O:18][C:19]([CH3:21])([CH3:20])[C:15]([CH3:31])([CH3:14])[O:16]2)[O:16]1.C([O-])(=O)C.[K+]. Product: [CH3:12][CH:11]([CH3:13])[CH2:10][C:5]1[CH:4]=[CH:3][C:2]([B:17]2[O:18][C:19]([CH3:21])([CH3:20])[C:15]([CH3:31])([CH3:14])[O:16]2)=[CH:9][C:6]=1[C:7]#[N:8]. The catalyst class is: 368. (5) Reactant: [C:1]([C:3]1[CH:4]=[CH:5][C:6]2[N:10]=[CH:9][N:8]([C:11]3[N:16]=[C:15]4[N:17]([C@@H:28]([C:30]5[CH:31]=[N:32][CH:33]=[CH:34][CH:35]=5)[CH3:29])[C:18](=[O:27])[N:19](C(OC(C)(C)C)=O)[C:14]4=[CH:13][CH:12]=3)[C:7]=2[CH:36]=1)#[N:2].C(O)(C(F)(F)F)=O. Product: [O:27]=[C:18]1[N:17]([C@@H:28]([C:30]2[CH:31]=[N:32][CH:33]=[CH:34][CH:35]=2)[CH3:29])[C:15]2=[N:16][C:11]([N:8]3[C:7]4[CH:36]=[C:3]([C:1]#[N:2])[CH:4]=[CH:5][C:6]=4[N:10]=[CH:9]3)=[CH:12][CH:13]=[C:14]2[NH:19]1. The catalyst class is: 2. (6) Reactant: [C:1]1([C:27]2[CH:32]=[CH:31][CH:30]=[CH:29][CH:28]=2)[CH:6]=[CH:5][C:4]([C:7]2[C:20]3[C:21]4=[C:22]5[C:17](=[CH:18][CH:19]=3)[CH:16]=[C:15]([C:23]([CH3:26])([CH3:25])[CH3:24])[CH:14]=[C:13]5[CH:12]=[CH:11][C:10]4=[CH:9][CH:8]=2)=[CH:3][CH:2]=1.[Br:33]N1C(=O)CCC1=O. Product: [Br:33][C:9]1[C:10]2[C:21]3=[C:22]4[C:13](=[CH:12][CH:11]=2)[CH:14]=[C:15]([C:23]([CH3:26])([CH3:24])[CH3:25])[CH:16]=[C:17]4[CH:18]=[CH:19][C:20]3=[C:7]([C:4]2[CH:3]=[CH:2][C:1]([C:27]3[CH:28]=[CH:29][CH:30]=[CH:31][CH:32]=3)=[CH:6][CH:5]=2)[CH:8]=1. The catalyst class is: 7. (7) Reactant: C([N:20]1[CH:24]=[C:23]([C:25]2[O:29][CH:28]=[N:27][CH:26]=2)[N:22]=[CH:21]1)(C1C=CC=CC=1)(C1C=CC=CC=1)C1C=CC=CC=1.C(O)=O. Product: [NH:20]1[CH:24]=[C:23]([C:25]2[O:29][CH:28]=[N:27][CH:26]=2)[N:22]=[CH:21]1. The catalyst class is: 2. (8) Reactant: [CH2:1](OCC)C.[OH-].[K+].CN(N=O)C(N[N+]([O-])=O)=N.[CH2:18]=[C:19]1[CH2:24][CH2:23][N:22]([C:25]([O:27][C:28]([CH3:31])([CH3:30])[CH3:29])=[O:26])[CH2:21][CH2:20]1. Product: [CH2:1]1[C:19]2([CH2:24][CH2:23][N:22]([C:25]([O:27][C:28]([CH3:31])([CH3:30])[CH3:29])=[O:26])[CH2:21][CH2:20]2)[CH2:18]1. The catalyst class is: 506. (9) Reactant: [O:1]=[S:2]1(=[O:35])[C:8]2[CH:9]=[C:10]([O:14][CH2:15][C:16]([O:18]CC)=[O:17])[C:11]([Br:13])=[CH:12][C:7]=2[N:6]([C:21]2[CH:26]=[CH:25][CH:24]=[CH:23][CH:22]=2)[CH2:5][C:4]([CH2:31][CH2:32][CH2:33][CH3:34])([CH2:27][CH2:28][CH2:29][CH3:30])[CH2:3]1.[OH-].[Na+].C(O)(=O)C. Product: [O:35]=[S:2]1(=[O:1])[C:8]2[CH:9]=[C:10]([O:14][CH2:15][C:16]([OH:18])=[O:17])[C:11]([Br:13])=[CH:12][C:7]=2[N:6]([C:21]2[CH:26]=[CH:25][CH:24]=[CH:23][CH:22]=2)[CH2:5][C:4]([CH2:31][CH2:32][CH2:33][CH3:34])([CH2:27][CH2:28][CH2:29][CH3:30])[CH2:3]1. The catalyst class is: 8.